This data is from Full USPTO retrosynthesis dataset with 1.9M reactions from patents (1976-2016). The task is: Predict the reactants needed to synthesize the given product. (1) The reactants are: [NH2:1][C:2]1[CH:11]=[C:10]2[C:5]([CH2:6][CH2:7][C:8](=[O:22])[N:9]2[CH2:12][CH2:13][O:14][Si:15]([C:18]([CH3:21])([CH3:20])[CH3:19])([CH3:17])[CH3:16])=[CH:4][CH:3]=1.[CH:23]1([NH:29][C:30]2[CH:38]=[C:37]([C:39]([F:42])([F:41])[F:40])[CH:36]=[CH:35][C:31]=2[C:32](O)=[O:33])[CH2:28][CH2:27][CH2:26][CH2:25][CH2:24]1.Cl.C(N=C=NCCCN(C)C)C.CN(C1C=CC=CN=1)C. Given the product [Si:15]([O:14][CH2:13][CH2:12][N:9]1[C:10]2[C:5](=[CH:4][CH:3]=[C:2]([NH:1][C:32](=[O:33])[C:31]3[CH:35]=[CH:36][C:37]([C:39]([F:41])([F:42])[F:40])=[CH:38][C:30]=3[NH:29][CH:23]3[CH2:24][CH2:25][CH2:26][CH2:27][CH2:28]3)[CH:11]=2)[CH2:6][CH2:7][C:8]1=[O:22])([C:18]([CH3:19])([CH3:21])[CH3:20])([CH3:16])[CH3:17], predict the reactants needed to synthesize it. (2) Given the product [CH2:7]([OH:6])[CH2:8][CH2:9][CH2:10][CH2:11][CH2:12][CH2:13][CH2:14][CH2:15][CH2:16][CH2:17][CH2:18][CH2:19][CH2:20][CH2:21][CH2:22][CH2:23][CH2:24][CH2:25][CH2:26][CH2:27][CH2:28][CH2:29][CH2:30][CH2:31][CH2:32][CH2:33][CH3:34], predict the reactants needed to synthesize it. The reactants are: C([Si](C)(C)[O:6][CH2:7][CH2:8][CH2:9][CH2:10][CH2:11][CH2:12][CH2:13][CH2:14][CH2:15][CH2:16][CH2:17][CH2:18][CH2:19][CH2:20][CH2:21][CH2:22][CH2:23][CH2:24][CH2:25][CH2:26][CH2:27][CH2:28][CH2:29][CH2:30][CH2:31][CH2:32][CH2:33][CH3:34])(C)(C)C.Cl. (3) Given the product [C:37]([C:41]1[O:42][C:43]2[C:48](/[C:49](=[CH:51]/[CH:55]=[CH:31]/[C:10]3[C:11]([CH2:23][CH2:24][CH2:25][CH2:26][S:27]([O-:30])(=[O:29])=[O:28])([CH3:22])[C:12]4[C:17](=[C:16]([F:18])[C:15]([F:19])=[C:14]([F:20])[C:13]=4[F:21])[N+:9]=3[CH2:8][CH2:7][CH2:6][CH2:5][CH2:4][C:1]([OH:3])=[O:2])/[CH:50]=1)=[CH:47][CH:46]=[C:45]([N:52]([CH3:54])[CH3:53])[CH:44]=2)([CH3:40])([CH3:38])[CH3:39], predict the reactants needed to synthesize it. The reactants are: [C:1]([CH2:4][CH2:5][CH2:6][CH2:7][CH2:8][N+:9]1[C:17]2[C:12](=[C:13]([F:21])[C:14]([F:20])=[C:15]([F:19])[C:16]=2[F:18])[C:11]([CH2:23][CH2:24][CH2:25][CH2:26][S:27]([O-:30])(=[O:29])=[O:28])([CH3:22])[C:10]=1[CH3:31])([OH:3])=[O:2].F[B-](F)(F)F.[C:37]([C:41]1[CH:50]=[C:49]([CH3:51])[C:48]2[C:43](=[CH:44][C:45]([N:52]([CH3:54])[CH3:53])=[CH:46][CH:47]=2)[O+:42]=1)([CH3:40])([CH3:39])[CH3:38].[CH:55](OCC)(OCC)OCC.N1C=CC=CC=1. (4) Given the product [CH2:1]([O:8][C:9]1[CH:14]=[CH:13][CH:12]=[CH:11][C:10]=1[O:15][C:23]1[CH:28]=[CH:27][C:26]([N+:29]([O-:31])=[O:30])=[CH:25][CH:24]=1)[C:2]1[CH:3]=[CH:4][CH:5]=[CH:6][CH:7]=1, predict the reactants needed to synthesize it. The reactants are: [CH2:1]([O:8][C:9]1[CH:14]=[CH:13][CH:12]=[CH:11][C:10]=1[OH:15])[C:2]1[CH:7]=[CH:6][CH:5]=[CH:4][CH:3]=1.C(=O)([O-])[O-].[K+].[K+].F[C:23]1[CH:28]=[CH:27][C:26]([N+:29]([O-:31])=[O:30])=[CH:25][CH:24]=1. (5) Given the product [CH3:29][O:30][CH2:31][CH2:32][CH2:33][NH:34][C:11]([C:9]1[CH:8]=[CH:7][C:6]2[N:2]([CH3:1])[C:3]([NH:14][C:15]3[S:16][C:17]4[CH:23]=[C:22]([O:24][C:25]([F:28])([F:27])[F:26])[CH:21]=[CH:20][C:18]=4[N:19]=3)=[N:4][C:5]=2[CH:10]=1)=[O:12], predict the reactants needed to synthesize it. The reactants are: [CH3:1][N:2]1[C:6]2[CH:7]=[CH:8][C:9]([C:11](O)=[O:12])=[CH:10][C:5]=2[N:4]=[C:3]1[NH:14][C:15]1[S:16][C:17]2[CH:23]=[C:22]([O:24][C:25]([F:28])([F:27])[F:26])[CH:21]=[CH:20][C:18]=2[N:19]=1.[CH3:29][O:30][CH2:31][CH2:32][CH2:33][NH2:34].CN(C(ON1N=NC2C=CC=CC1=2)=[N+](C)C)C.F[P-](F)(F)(F)(F)F.CCN(C(C)C)C(C)C. (6) Given the product [NH2:60][C:44]1[CH:43]=[CH:42][C:41]([CH2:40][N:37]2[CH2:36][CH2:35][CH:34]([C:31]([OH:30])([CH3:33])[CH3:32])[CH2:39][CH2:38]2)=[CH:46][C:45]=1[NH:47][CH:48]1[CH2:59][CH2:58][C:51]2([NH:55][C:54](=[O:56])[NH:53][C:52]2=[O:57])[CH2:50][CH2:49]1, predict the reactants needed to synthesize it. The reactants are: NC1C(N[C@@H]2CC[C@H](C(NC(C)C)=O)CC2)=CC(OCCN2CCCCC2)=NC=1.[OH:30][C:31]([CH:34]1[CH2:39][CH2:38][N:37]([CH2:40][C:41]2[CH:42]=[CH:43][C:44]([N+:60]([O-])=O)=[C:45]([NH:47][CH:48]3[CH2:59][CH2:58][C:51]4([NH:55][C:54](=[O:56])[NH:53][C:52]4=[O:57])[CH2:50][CH2:49]3)[CH:46]=2)[CH2:36][CH2:35]1)([CH3:33])[CH3:32]. (7) Given the product [CH3:22][O:21][C:19]([C:18]1[CH:23]=[CH:24][C:15]([O:14][C:13]2[CH:25]=[CH:26][C:10]([CH2:9][O:8][CH2:7][C:6]([OH:27])=[O:5])=[CH:11][CH:12]=2)=[CH:16][CH:17]=1)=[O:20], predict the reactants needed to synthesize it. The reactants are: C([O:5][C:6](=[O:27])[CH2:7][O:8][CH2:9][C:10]1[CH:26]=[CH:25][C:13]([O:14][C:15]2[CH:24]=[CH:23][C:18]([C:19]([O:21][CH3:22])=[O:20])=[CH:17][CH:16]=2)=[CH:12][CH:11]=1)(C)(C)C. (8) Given the product [F:24][C:16]1[CH:17]=[C:18]2[C:23](=[C:14]([N:11]3[CH2:10][CH2:9][NH:8][CH2:13][CH2:12]3)[CH:15]=1)[O:22][CH2:21][CH2:20][CH2:19]2, predict the reactants needed to synthesize it. The reactants are: C([N:8]1[CH2:13][CH2:12][N:11]([C:14]2[CH:15]=[C:16]([F:24])[CH:17]=[C:18]3[C:23]=2[O:22][CH2:21][CH2:20][CH2:19]3)[CH2:10][CH2:9]1)C1C=CC=CC=1.C([O-])=O.[NH4+].